Predict the reaction yield, written as a fraction of the theoretical maximum amount of product (1.0 means a 100% yield; for example, 0.34 means a 34% yield). From a dataset of Reaction yield outcomes from USPTO patents with 853,638 reactions. (1) The yield is 0.600. The catalyst is CN(C=O)C. The product is [CH3:13][O:12][C:10](=[O:11])[C:9]1[CH:14]=[C:5]([C:1]#[N:2])[CH:6]=[N:7][CH:8]=1. The reactants are [C:1]([Cu])#[N:2].Br[C:5]1[CH:6]=[N:7][CH:8]=[C:9]([CH:14]=1)[C:10]([O:12][CH3:13])=[O:11]. (2) The reactants are [I:1][C:2]1[CH:7]=[CH:6][C:5]([CH3:8])=[C:4]([N+:9]([O-:11])=[O:10])[CH:3]=1.[O-:12][Mn](=O)(=O)=O.[K+].[OH2:18]. No catalyst specified. The product is [I:1][C:2]1[CH:7]=[CH:6][C:5]([C:8]([OH:12])=[O:18])=[C:4]([N+:9]([O-:11])=[O:10])[CH:3]=1. The yield is 0.200. (3) The reactants are Cl[C:2]1[CH:3]=[C:4]([CH:12]([CH2:24][CH:25]2[CH2:30][CH2:29][O:28][CH2:27][CH2:26]2)[C:13]([NH:15][C:16]2[CH:21]=[N:20][C:19]([C:22]#[N:23])=[CH:18][N:17]=2)=[O:14])[CH:5]=[CH:6][C:7]=1[S:8]([CH3:11])(=[O:10])=[O:9].[ClH:31].[NH2:32][OH:33].C(=O)([O-])[O-].[Na+].[Na+]. The catalyst is C(O)C.O. The product is [Cl:31][C:2]1[CH:3]=[C:4]([CH:12]([CH2:24][CH:25]2[CH2:30][CH2:29][O:28][CH2:27][CH2:26]2)[C:13]([NH:15][C:16]2[CH:21]=[N:20][C:19]([C:22](=[NH:23])[NH:32][OH:33])=[CH:18][N:17]=2)=[O:14])[CH:5]=[CH:6][C:7]=1[S:8]([CH3:11])(=[O:10])=[O:9]. The yield is 0.680. (4) The reactants are [CH2:1]([N:8]1[C:17]2[C:12](=[C:13]([CH:19]=[C:20]3[S:24][C:23](=[O:25])[NH:22][C:21]3=[O:26])[CH:14]=[CH:15][C:16]=2[OH:18])[CH2:11][CH2:10][C:9]1=[O:27])[C:2]1[CH:7]=[CH:6][CH:5]=[CH:4][CH:3]=1. The catalyst is [C].[Pd].CN(C=O)C. The product is [CH2:1]([N:8]1[C:17]2[C:12](=[C:13]([CH2:19][CH:20]3[S:24][C:23](=[O:25])[NH:22][C:21]3=[O:26])[CH:14]=[CH:15][C:16]=2[OH:18])[CH2:11][CH2:10][C:9]1=[O:27])[C:2]1[CH:7]=[CH:6][CH:5]=[CH:4][CH:3]=1. The yield is 0.880. (5) The reactants are Br[C:2]1[N:7]=[C:6]([C:8]([O:10][CH3:11])=[O:9])[CH:5]=[CH:4][C:3]=1[F:12].[F:13][C:14]1[CH:15]=[C:16]([N:30]2[CH2:35][CH2:34][O:33][CH2:32][CH2:31]2)[CH:17]=[C:18]([F:29])[C:19]=1B1OC(C)(C)C(C)(C)O1. No catalyst specified. The product is [F:13][C:14]1[CH:15]=[C:16]([N:30]2[CH2:31][CH2:32][O:33][CH2:34][CH2:35]2)[CH:17]=[C:18]([F:29])[C:19]=1[C:2]1[N:7]=[C:6]([C:8]([O:10][CH3:11])=[O:9])[CH:5]=[CH:4][C:3]=1[F:12]. The yield is 0.750. (6) The reactants are [NH2:1][C:2]1[CH:3]=[C:4]([C:34]2[CH:39]=[CH:38][C:37]([F:40])=[C:36]([F:41])[CH:35]=2)[CH:5]=[CH:6][C:7]=1[C:8]([NH:10][C@H:11]([C:24]([O:26][CH2:27][C:28]1[CH:33]=[CH:32][CH:31]=[CH:30][CH:29]=1)=[O:25])[CH2:12][CH2:13][C:14]([O:16][CH2:17][C:18]1[CH:23]=[CH:22][CH:21]=[CH:20][CH:19]=1)=[O:15])=[O:9].[N:42]([C:45]1[C:50]([CH3:51])=[CH:49][C:48]([CH3:52])=[CH:47][C:46]=1[CH3:53])=[C:43]=[O:44]. The catalyst is N1C=CC=CC=1. The product is [F:41][C:36]1[CH:35]=[C:34]([C:4]2[CH:5]=[CH:6][C:7]([C:8]([NH:10][C@H:11]([C:24]([O:26][CH2:27][C:28]3[CH:29]=[CH:30][CH:31]=[CH:32][CH:33]=3)=[O:25])[CH2:12][CH2:13][C:14]([O:16][CH2:17][C:18]3[CH:19]=[CH:20][CH:21]=[CH:22][CH:23]=3)=[O:15])=[O:9])=[C:2]([NH:1][C:43]([NH:42][C:45]3[C:46]([CH3:53])=[CH:47][C:48]([CH3:52])=[CH:49][C:50]=3[CH3:51])=[O:44])[CH:3]=2)[CH:39]=[CH:38][C:37]=1[F:40]. The yield is 0.470. (7) The reactants are [C:1]([O:5][C:6]([N:8]1[CH2:13][CH2:12][CH:11]([N:14]([CH3:23])[C:15]2([CH:18]3[CH2:22][CH2:21][NH:20][CH2:19]3)[CH2:17][CH2:16]2)[CH2:10][CH2:9]1)=[O:7])([CH3:4])([CH3:3])[CH3:2].[CH:24]1([N:27]2[C:36]3[C:31](=[CH:32][C:33]([F:40])=[C:34](F)[C:35]=3[O:37][CH3:38])[C:30](=[O:41])[C:29]([C:42]([OH:44])=[O:43])=[CH:28]2)[CH2:26][CH2:25]1.C1CCN2C(=NCCC2)CC1. The catalyst is C(#N)C. The product is [C:1]([O:5][C:6]([N:8]1[CH2:13][CH2:12][CH:11]([N:14]([CH3:23])[C:15]2([CH:18]3[CH2:22][CH2:21][N:20]([C:34]4[C:35]([O:37][CH3:38])=[C:36]5[C:31]([C:30](=[O:41])[C:29]([C:42]([OH:44])=[O:43])=[CH:28][N:27]5[CH:24]5[CH2:26][CH2:25]5)=[CH:32][C:33]=4[F:40])[CH2:19]3)[CH2:16][CH2:17]2)[CH2:10][CH2:9]1)=[O:7])([CH3:4])([CH3:3])[CH3:2]. The yield is 0.620. (8) The reactants are O=[C:2]([CH2:8][CH2:9][C:10](=O)[C:11]1[CH:16]=[CH:15][CH:14]=[CH:13][CH:12]=1)[CH2:3][CH2:4][C:5]([OH:7])=[O:6].[NH2:18][C:19]1[CH:31]=[CH:30][C:22]([C:23]([O:25][C:26]([CH3:29])([CH3:28])[CH3:27])=[O:24])=[CH:21][CH:20]=1. The catalyst is C(O)(=O)C. The product is [C:26]([O:25][C:23](=[O:24])[C:22]1[CH:21]=[CH:20][C:19]([N:18]2[C:10]([C:11]3[CH:16]=[CH:15][CH:14]=[CH:13][CH:12]=3)=[CH:9][CH:8]=[C:2]2[CH2:3][CH2:4][C:5]([OH:7])=[O:6])=[CH:31][CH:30]=1)([CH3:29])([CH3:27])[CH3:28]. The yield is 0.590.